This data is from Forward reaction prediction with 1.9M reactions from USPTO patents (1976-2016). The task is: Predict the product of the given reaction. (1) Given the reactants [CH2:1]([N:3]1[C:11]2[CH2:10][C:9]([CH3:13])([CH3:12])[CH2:8][CH2:7][C:6]=2[C:5]([C:14]2[O:18][N:17]=[C:16]([C:19]3[CH:24]=[CH:23][N+:22]([O-])=[CH:21][CH:20]=3)[N:15]=2)=[N:4]1)[CH3:2].C(N(CC)CC)C.FC(F)(F)C(OC(=O)C(F)(F)F)=[O:36].C([O-])(O)=O.[Na+], predict the reaction product. The product is: [CH2:1]([N:3]1[C:11]2[CH2:10][C:9]([CH3:13])([CH3:12])[CH2:8][CH2:7][C:6]=2[C:5]([C:14]2[O:18][N:17]=[C:16]([C:19]3[CH:24]=[CH:23][N:22]=[C:21]([OH:36])[CH:20]=3)[N:15]=2)=[N:4]1)[CH3:2]. (2) Given the reactants [F:1][C:2]1[CH:7]=[CH:6][CH:5]=[C:4]([F:8])[C:3]=1[C:9]1[NH:10][C:11]2[C:17]([CH2:18][CH3:19])=[CH:16][CH:15]=[CH:14][C:12]=2[N:13]=1.[F:20][C:21]1[CH:26]=[CH:25][CH:24]=[C:23]([F:27])[C:22]=1[CH2:28]Br, predict the reaction product. The product is: [F:20][C:21]1[CH:26]=[CH:25][CH:24]=[C:23]([F:27])[C:22]=1[CH2:28][N:13]1[C:12]2[CH:14]=[CH:15][CH:16]=[C:17]([CH2:18][CH3:19])[C:11]=2[N:10]=[C:9]1[C:3]1[C:4]([F:8])=[CH:5][CH:6]=[CH:7][C:2]=1[F:1]. (3) Given the reactants [C:1]([CH:4]([C:10]1[N:18]2[C:13]([C:14](=[O:27])[NH:15][C:16]([CH2:19][C:20]3[CH:25]=[CH:24][C:23]([CH3:26])=[CH:22][CH:21]=3)=[N:17]2)=[C:12]([CH3:28])[N:11]=1)[CH2:5][CH2:6][CH2:7][CH2:8][CH3:9])(=[O:3])[CH3:2].[BH4-].[Na+], predict the reaction product. The product is: [OH:3][CH:1]([CH:4]([C:10]1[N:18]2[C:13]([C:14](=[O:27])[NH:15][C:16]([CH2:19][C:20]3[CH:21]=[CH:22][C:23]([CH3:26])=[CH:24][CH:25]=3)=[N:17]2)=[C:12]([CH3:28])[N:11]=1)[CH2:5][CH2:6][CH2:7][CH2:8][CH3:9])[CH3:2]. (4) Given the reactants Br[CH2:2][CH:3](OCC)OCC.Br.C(=O)(O)[O-].[Na+].[Br:16][C:17]1[C:18]([NH2:24])=[N:19][CH:20]=[C:21]([Br:23])[N:22]=1.C(=O)([O-])[O-].[K+].[K+], predict the reaction product. The product is: [Br:23][C:21]1[N:22]=[C:17]([Br:16])[C:18]2[N:19]([CH:2]=[CH:3][N:24]=2)[CH:20]=1. (5) Given the reactants [N:1]1([C:7]2[N:8]=[C:9]([CH2:14][C:15]([O-:17])=O)[NH:10][C:11](=[O:13])[CH:12]=2)[CH2:6][CH2:5][O:4][CH2:3][CH2:2]1.[Na+].[NH2:19][C:20]1[CH:21]=[C:22]([CH:27]=[CH:28][CH:29]=1)[C:23]([O:25][CH3:26])=[O:24], predict the reaction product. The product is: [N:1]1([C:7]2[N:8]=[C:9]([CH2:14][C:15]([NH:19][C:20]3[CH:21]=[C:22]([CH:27]=[CH:28][CH:29]=3)[C:23]([O:25][CH3:26])=[O:24])=[O:17])[NH:10][C:11](=[O:13])[CH:12]=2)[CH2:2][CH2:3][O:4][CH2:5][CH2:6]1. (6) Given the reactants Br[C:2]1[C:6]([Br:7])=[CH:5][S:4][CH:3]=1.[CH3:8][O:9][C:10]1[CH:15]=[CH:14][C:13](B(O)O)=[CH:12][CH:11]=1.C(=O)([O-])[O-].[Na+].[Na+].C1(C)C=CC=CC=1, predict the reaction product. The product is: [Br:7][C:6]1[C:2]([C:13]2[CH:14]=[CH:15][C:10]([O:9][CH3:8])=[CH:11][CH:12]=2)=[CH:3][S:4][CH:5]=1. (7) Given the reactants C(=O)([O-])[O-].[K+].[K+].C(#N)C.[C:10]([C:12]1[CH:17]=[CH:16][C:15]([OH:18])=[CH:14][CH:13]=1)#[N:11].Br[CH:20]([CH2:26][CH3:27])[C:21]([O:23][CH2:24][CH3:25])=[O:22], predict the reaction product. The product is: [C:10]([C:12]1[CH:17]=[CH:16][C:15]([O:18][CH:20]([CH2:26][CH3:27])[C:21]([O:23][CH2:24][CH3:25])=[O:22])=[CH:14][CH:13]=1)#[N:11]. (8) The product is: [Cl:41][C:37]1[CH:38]=[CH:39][CH:40]=[C:35]([Cl:34])[C:36]=1[CH2:42][CH2:43][CH2:44][N:45]1[C:50](=[O:51])[C:49]([CH2:52][N:11]2[CH2:12][CH2:13][N:8]([CH3:6])[CH2:9][CH2:10]2)=[CH:48][C:47]([C:58]2[CH:63]=[CH:62][C:61]([F:64])=[C:60]([CH3:65])[CH:59]=2)=[N:46]1. Given the reactants C(O[C:6]([N:8]1[CH2:13][CH2:12][N:11](C2C(=O)N(CC(C)C)N=C(C3C=CC(C)=C(F)C=3)C=2C)[CH2:10][CH2:9]1)=O)(C)(C)C.[Cl:34][C:35]1[CH:40]=[CH:39][CH:38]=[C:37]([Cl:41])[C:36]=1[CH2:42][CH2:43][CH2:44][N:45]1[C:50](=[O:51])[C:49]([CH2:52]OS(C)(=O)=O)=[CH:48][C:47]([C:58]2[CH:63]=[CH:62][C:61]([F:64])=[C:60]([CH3:65])[CH:59]=2)=[N:46]1, predict the reaction product.